From a dataset of NCI-60 drug combinations with 297,098 pairs across 59 cell lines. Regression. Given two drug SMILES strings and cell line genomic features, predict the synergy score measuring deviation from expected non-interaction effect. (1) Drug 1: C1=CC=C(C(=C1)C(C2=CC=C(C=C2)Cl)C(Cl)Cl)Cl. Drug 2: C1=CN(C=N1)CC(O)(P(=O)(O)O)P(=O)(O)O. Cell line: CAKI-1. Synergy scores: CSS=4.46, Synergy_ZIP=-2.07, Synergy_Bliss=-1.51, Synergy_Loewe=-1.41, Synergy_HSA=-2.06. (2) Drug 1: COC1=C(C=C2C(=C1)N=CN=C2NC3=CC(=C(C=C3)F)Cl)OCCCN4CCOCC4. Drug 2: C1=CN(C(=O)N=C1N)C2C(C(C(O2)CO)O)O.Cl. Cell line: OVCAR-5. Synergy scores: CSS=68.8, Synergy_ZIP=3.76, Synergy_Bliss=4.10, Synergy_Loewe=7.09, Synergy_HSA=8.57. (3) Drug 1: COC1=CC(=CC(=C1O)OC)C2C3C(COC3=O)C(C4=CC5=C(C=C24)OCO5)OC6C(C(C7C(O6)COC(O7)C8=CC=CS8)O)O. Drug 2: CCN(CC)CCCC(C)NC1=C2C=C(C=CC2=NC3=C1C=CC(=C3)Cl)OC. Cell line: SR. Synergy scores: CSS=78.4, Synergy_ZIP=1.21, Synergy_Bliss=0.272, Synergy_Loewe=-0.303, Synergy_HSA=1.36.